The task is: Predict the product of the given reaction.. This data is from Forward reaction prediction with 1.9M reactions from USPTO patents (1976-2016). Given the reactants C([N:8](CC1C=CC=CC=1)[C@H:9]1[CH2:14][CH2:13][C@H:12]([N:15]2[CH2:20][CH2:19][O:18][CH2:17][CH2:16]2)[CH2:11][CH2:10]1)C1C=CC=CC=1, predict the reaction product. The product is: [O:18]1[CH2:17][CH2:16][N:15]([C@H:12]2[CH2:11][CH2:10][C@H:9]([NH2:8])[CH2:14][CH2:13]2)[CH2:20][CH2:19]1.